This data is from Full USPTO retrosynthesis dataset with 1.9M reactions from patents (1976-2016). The task is: Predict the reactants needed to synthesize the given product. (1) The reactants are: [CH2:1]([C:3]([C:7]1[CH2:11][CH:10]=[CH:9][CH:8]=1)([CH3:6])[CH2:4][CH3:5])[CH3:2].[CH3:12][C:13]([CH3:15])=O.N1CCCC1. Given the product [CH2:1]([C:3]([C:7]1[CH:11]=[CH:10][C:9](=[C:13]([CH3:15])[CH3:12])[CH:8]=1)([CH3:6])[CH2:4][CH3:5])[CH3:2], predict the reactants needed to synthesize it. (2) Given the product [ClH:24].[Br:1][C:2]1[CH:7]=[N:6][C:5]([N:8]2[CH2:13][CH2:12][NH:11][CH2:10][C@@H:9]2[CH3:21])=[C:4]([CH:3]=1)[C:22]#[N:23], predict the reactants needed to synthesize it. The reactants are: [Br:1][C:2]1[CH:3]=[C:4]([C:22]#[N:23])[C:5]([N:8]2[CH2:13][CH2:12][N:11](C(OC(C)(C)C)=O)[CH2:10][C@@H:9]2[CH3:21])=[N:6][CH:7]=1.[ClH:24].